The task is: Predict the reactants needed to synthesize the given product.. This data is from Full USPTO retrosynthesis dataset with 1.9M reactions from patents (1976-2016). (1) Given the product [CH3:1][C:2]1[S:3][CH:4]=[C:5]([NH:7][C:8]([C:10]2[C:15]([NH:16][C:19]3[CH:20]=[N:21][CH:22]=[C:23]([F:25])[CH:24]=3)=[CH:14][CH:13]=[C:12]([CH3:17])[N:11]=2)=[O:9])[N:6]=1, predict the reactants needed to synthesize it. The reactants are: [CH3:1][C:2]1[S:3][CH:4]=[C:5]([NH:7][C:8]([C:10]2[C:15]([NH2:16])=[CH:14][CH:13]=[C:12]([CH3:17])[N:11]=2)=[O:9])[N:6]=1.Br[C:19]1[CH:20]=[N:21][CH:22]=[C:23]([F:25])[CH:24]=1. (2) The reactants are: [Cl:1][C:2]1[CH:7]=[CH:6][CH:5]=[C:4]([CH3:8])[N+:3]=1[O-:9].[N+:10]([O-])([OH:12])=[O:11].C([O-])(O)=O.[Na+]. Given the product [Cl:1][C:2]1[CH:7]=[C:6]([N+:10]([O-:12])=[O:11])[CH:5]=[C:4]([CH3:8])[N+:3]=1[O-:9], predict the reactants needed to synthesize it. (3) Given the product [Cl:20][C:21]1[CH:26]=[CH:25][C:24]([NH:27][C:28]([NH:9][C:6]2[CH:7]=[CH:8][C:3]([O:2][CH3:1])=[C:4]([C:10]3[N:11]([CH3:19])[N:12]=[C:13]([C:15]([F:18])([F:16])[F:17])[CH:14]=3)[CH:5]=2)=[O:29])=[CH:23][CH:22]=1, predict the reactants needed to synthesize it. The reactants are: [CH3:1][O:2][C:3]1[CH:8]=[CH:7][C:6]([NH2:9])=[CH:5][C:4]=1[C:10]1[N:11]([CH3:19])[N:12]=[C:13]([C:15]([F:18])([F:17])[F:16])[CH:14]=1.[Cl:20][C:21]1[CH:26]=[CH:25][C:24]([N:27]=[C:28]=[O:29])=[CH:23][CH:22]=1. (4) Given the product [CH:1]1([C@H:7]([NH:12][C:13]([C:15]2[CH:19]=[C:18]([C:20]3[CH:21]=[CH:22][C:23]([O:26][C:27]([F:29])([F:30])[F:28])=[CH:24][CH:25]=3)[S:17][C:16]=2[NH:31][C:32]([NH:34][C:35]2[C:36]([CH3:43])=[CH:37][C:38]([CH3:42])=[CH:39][C:40]=2[CH3:41])=[O:33])=[O:14])[C:8]([OH:10])=[O:9])[CH2:6][CH2:5][CH2:4][CH2:3][CH2:2]1, predict the reactants needed to synthesize it. The reactants are: [CH:1]1([C@H:7]([NH:12][C:13]([C:15]2[CH:19]=[C:18]([C:20]3[CH:25]=[CH:24][C:23]([O:26][C:27]([F:30])([F:29])[F:28])=[CH:22][CH:21]=3)[S:17][C:16]=2[NH:31][C:32]([NH:34][C:35]2[C:40]([CH3:41])=[CH:39][C:38]([CH3:42])=[CH:37][C:36]=2[CH3:43])=[O:33])=[O:14])[C:8]([O:10]C)=[O:9])[CH2:6][CH2:5][CH2:4][CH2:3][CH2:2]1.[OH-].[Li+]. (5) Given the product [Br:1][C:2]1[C:6]([OH:5])([CH2:7][OH:10])[NH:16][C:4](=[O:9])[CH:3]=1, predict the reactants needed to synthesize it. The reactants are: [Br:1][C:2]1[C:6](=[CH:7]Br)[O:5][C:4](=[O:9])[CH:3]=1.[O:10]1C=CCC1=O.[NH3:16]. (6) Given the product [CH2:1]([O:8][C:9]1[CH:10]=[CH:11][C:12]([N:13]([CH2:28][CH3:29])[C:14]2[CH:15]=[CH:16][C:17]([CH:20]([CH3:21])[CH3:22])=[CH:18][CH:19]=2)=[CH:23][CH:24]=1)[C:2]1[CH:3]=[CH:4][CH:5]=[CH:6][CH:7]=1, predict the reactants needed to synthesize it. The reactants are: [CH2:1]([O:8][C:9]1[CH:24]=[CH:23][C:12]([NH:13][C:14]2[CH:19]=[CH:18][C:17]([CH:20]([CH3:22])[CH3:21])=[CH:16][CH:15]=2)=[CH:11][CH:10]=1)[C:2]1[CH:7]=[CH:6][CH:5]=[CH:4][CH:3]=1.[H-].[Na+].I[CH2:28][CH3:29]. (7) Given the product [CH2:1]([N:10]1[CH2:15][CH2:14][CH2:13][CH:12]([C:16]2[CH:21]=[CH:20][C:19]([NH:22][C:23]3[N:28]=[C:27]([CH2:29][CH2:30][C:31]4[C:36]([CH2:37][C:38]([NH2:40])=[O:39])=[CH:35][CH:34]=[CH:33][N:32]=4)[C:26]([C:41]([F:42])([F:44])[F:43])=[CH:25][N:24]=3)=[CH:18][CH:17]=2)[CH2:11]1)[CH3:2], predict the reactants needed to synthesize it. The reactants are: [CH:1](N(CC)C(C)C)(C)[CH3:2].[NH:10]1[CH2:15][CH2:14][CH2:13][CH:12]([C:16]2[CH:21]=[CH:20][C:19]([NH:22][C:23]3[N:28]=[C:27]([CH2:29][CH2:30][C:31]4[C:36]([CH2:37][C:38]([NH2:40])=[O:39])=[CH:35][CH:34]=[CH:33][N:32]=4)[C:26]([C:41]([F:44])([F:43])[F:42])=[CH:25][N:24]=3)=[CH:18][CH:17]=2)[CH2:11]1.BrCC.